Predict the reactants needed to synthesize the given product. From a dataset of Full USPTO retrosynthesis dataset with 1.9M reactions from patents (1976-2016). (1) The reactants are: [Cl-].O[NH3+:3].[C:4](=[O:7])([O-])[OH:5].[Na+].CS(C)=O.[OH:13][C@H:14]1[CH2:19][CH2:18][C@H:17]([N:20]2[C:25](=[O:26])[C:24]([CH2:27][C:28]3[CH:33]=[CH:32][C:31]([C:34]4[C:35]([C:40]#[N:41])=[CH:36][CH:37]=[CH:38][CH:39]=4)=[CH:30][CH:29]=3)=[C:23]([CH2:42][CH2:43][CH3:44])[N:22]3[N:45]=[CH:46][CH:47]=[C:21]23)[CH2:16][CH2:15]1. Given the product [OH:13][C@H:14]1[CH2:15][CH2:16][C@H:17]([N:20]2[C:25](=[O:26])[C:24]([CH2:27][C:28]3[CH:33]=[CH:32][C:31]([C:34]4[CH:39]=[CH:38][CH:37]=[CH:36][C:35]=4[C:40]4[NH:3][C:4](=[O:7])[O:5][N:41]=4)=[CH:30][CH:29]=3)=[C:23]([CH2:42][CH2:43][CH3:44])[N:22]3[N:45]=[CH:46][CH:47]=[C:21]23)[CH2:18][CH2:19]1, predict the reactants needed to synthesize it. (2) Given the product [Cl:1][C:2]1[CH:3]=[C:4]([NH:16][C:17]2[C:26]3[C:21](=[CH:22][CH:23]=[CH:24][C:25]=3[O:27][CH2:28][C:29]([N:30]3[CH2:31][CH2:32][N:33]([CH3:39])[CH2:34][CH2:35]3)=[O:36])[N:20]=[CH:19][N:18]=2)[CH:5]=[CH:6][C:7]=1[O:8][CH2:9][C:10]1[CH:15]=[CH:14][CH:13]=[CH:12][N:11]=1, predict the reactants needed to synthesize it. The reactants are: [Cl:1][C:2]1[CH:3]=[C:4]([NH:16][C:17]2[C:26]3[C:21](=[CH:22][CH:23]=[CH:24][C:25]=3[O:27][CH2:28][C:29](=[O:36])[N:30]3[CH2:35][CH2:34][NH:33][CH2:32][CH2:31]3)[N:20]=[CH:19][N:18]=2)[CH:5]=[CH:6][C:7]=1[O:8][CH2:9][C:10]1[CH:15]=[CH:14][CH:13]=[CH:12][N:11]=1.C=O.[CH:39](O)=O. (3) Given the product [F:34][C:35]1[CH:36]=[CH:37][C:38]([C:39]([O:41][CH2:42][O:14][C:13](=[O:15])[C:12]2[CH:16]=[CH:17][CH:18]=[C:10]([CH2:9][CH:8]([NH:7][C:5](=[O:6])[CH2:4][CH2:3][C:1]#[N:2])[B:21]3[O:29][CH:28]4[C:23]([CH3:33])([CH:24]5[CH2:30][CH:26]([CH2:27]4)[C:25]5([CH3:32])[CH3:31])[O:22]3)[C:11]=2[O:19][CH3:20])=[O:40])=[CH:44][CH:45]=1, predict the reactants needed to synthesize it. The reactants are: [C:1]([CH2:3][CH2:4][C:5]([NH:7][CH:8]([B:21]1[O:29][CH:28]2[C:23]([CH3:33])([CH:24]3[CH2:30][CH:26]([CH2:27]2)[C:25]3([CH3:32])[CH3:31])[O:22]1)[CH2:9][C:10]1[C:11]([O:19][CH3:20])=[C:12]([CH:16]=[CH:17][CH:18]=1)[C:13]([OH:15])=[O:14])=[O:6])#[N:2].[F:34][C:35]1[CH:45]=[CH:44][C:38]([C:39]([O:41][CH2:42]Cl)=[O:40])=[CH:37][CH:36]=1. (4) Given the product [C:1]([O:5][C:6]([N:8]1[CH2:13][CH2:12][N:11]([C:46]2[C:47](=[O:48])[N:42]([CH2:41][CH:40]=[CH:39][C:38]3[CH:37]=[CH:36][C:35]([Cl:34])=[CH:64][CH:63]=3)[N:43]=[C:44]([C:55]3[CH:60]=[CH:59][C:58]([F:61])=[C:57]([CH3:62])[CH:56]=3)[C:45]=2[CH3:66])[CH2:10][CH2:9]1)=[O:7])([CH3:4])([CH3:2])[CH3:3], predict the reactants needed to synthesize it. The reactants are: [C:1]([O:5][C:6]([N:8]1[CH2:13][CH2:12][N:11](C2C(=O)N(CC(C)C)N=C(C3C=CC(C)=C(F)C=3)C=2C)[CH2:10][CH2:9]1)=[O:7])([CH3:4])([CH3:3])[CH3:2].[Cl:34][C:35]1[CH:64]=[CH:63][C:38]([CH:39]=[CH:40][CH2:41][N:42]2[C:47](=[O:48])[C:46](COS(C)(=O)=O)=[CH:45][C:44]([C:55]3[CH:60]=[CH:59][C:58]([F:61])=[C:57]([CH3:62])[CH:56]=3)=[N:43]2)=[CH:37][CH:36]=1.N1(C(OC(C)(C)C)=O)CCNC[CH2:66]1. (5) Given the product [C:1]([C:3]1([O:13][Si:25]([CH3:28])([CH3:27])[CH3:26])[CH2:12][CH2:11][C:6]2([O:7][CH2:8][CH2:9][O:10]2)[CH2:5][CH2:4]1)#[CH:2], predict the reactants needed to synthesize it. The reactants are: [C:1]([C:3]1([OH:13])[CH2:12][CH2:11][C:6]2([O:10][CH2:9][CH2:8][O:7]2)[CH2:5][CH2:4]1)#[CH:2].C(N(CC)CC)C.C(Cl)Cl.Cl[Si:25]([CH3:28])([CH3:27])[CH3:26].